From a dataset of Full USPTO retrosynthesis dataset with 1.9M reactions from patents (1976-2016). Predict the reactants needed to synthesize the given product. (1) Given the product [CH3:1][CH:2]([CH3:3])[C:4](=[O:7])[C:5](=[N:9][OH:10])[CH3:6], predict the reactants needed to synthesize it. The reactants are: [CH3:1][CH:2]([C:4](=[O:7])[CH2:5][CH3:6])[CH3:3].Cl.[N:9](OCCC(C)C)=[O:10]. (2) Given the product [C:1]([N:20]1[CH:24]=[C:23]([CH2:25][O:26][CH2:27][C:28]([OH:30])=[O:29])[N:22]=[CH:21]1)([C:14]1[CH:19]=[CH:18][CH:17]=[CH:16][CH:15]=1)([C:8]1[CH:9]=[CH:10][CH:11]=[CH:12][CH:13]=1)[C:2]1[CH:7]=[CH:6][CH:5]=[CH:4][CH:3]=1, predict the reactants needed to synthesize it. The reactants are: [C:1]([N:20]1[CH:24]=[C:23]([CH2:25][O:26][CH2:27][C:28]([O:30]CC)=[O:29])[N:22]=[CH:21]1)([C:14]1[CH:19]=[CH:18][CH:17]=[CH:16][CH:15]=1)([C:8]1[CH:13]=[CH:12][CH:11]=[CH:10][CH:9]=1)[C:2]1[CH:7]=[CH:6][CH:5]=[CH:4][CH:3]=1. (3) Given the product [Br:1][C:2]1[CH:3]=[CH:4][C:5]([O:10][CH2:22][C:21]2[CH:24]=[CH:25][C:18]([Cl:17])=[CH:19][CH:20]=2)=[C:6]([CH:9]=1)[CH:7]=[O:8], predict the reactants needed to synthesize it. The reactants are: [Br:1][C:2]1[CH:3]=[CH:4][C:5]([OH:10])=[C:6]([CH:9]=1)[CH:7]=[O:8].C([O-])([O-])=O.[K+].[K+].[Cl:17][C:18]1[CH:25]=[CH:24][C:21]([CH2:22]Cl)=[CH:20][CH:19]=1.CCOC(C)=O.O. (4) Given the product [CH2:1]([N:3]1[CH2:8][C:7]([CH3:9])([CH3:10])[O:6][C:5](=[O:11])[CH:4]1[CH2:12][C:13]([NH:59][C:55]1[CH:54]=[C:53]2[C:58](=[CH:57][CH:56]=1)[N:50]([CH3:49])[CH:51]=[CH:52]2)=[O:15])[CH3:2], predict the reactants needed to synthesize it. The reactants are: [CH2:1]([N:3]1[CH2:8][C:7]([CH3:10])([CH3:9])[O:6][C:5](=[O:11])[CH:4]1[CH2:12][C:13]([OH:15])=O)[CH3:2].C(N(C(C)C)CC)(C)C.CN(C(ON1N=NC2C=CC=NC1=2)=[N+](C)C)C.F[P-](F)(F)(F)(F)F.[CH3:49][N:50]1[C:58]2[C:53](=[CH:54][C:55]([NH2:59])=[CH:56][CH:57]=2)[CH:52]=[CH:51]1. (5) Given the product [C:7]([Si:11]([CH3:30])([CH3:31])[O:12][C:13]1[CH:14]=[C:15]([CH2:19][CH2:20][NH:21][CH2:22][CH2:23][CH2:24][CH2:25][CH2:26][CH2:27][CH3:28])[CH:16]=[CH:17][CH:18]=1)([CH3:9])([CH3:10])[CH3:8], predict the reactants needed to synthesize it. The reactants are: B.O1CCCC1.[C:7]([Si:11]([CH3:31])([CH3:30])[O:12][C:13]1[CH:14]=[C:15]([CH2:19][CH2:20][NH:21][C:22](=O)[CH2:23][CH2:24][CH2:25][CH2:26][CH2:27][CH3:28])[CH:16]=[CH:17][CH:18]=1)([CH3:10])([CH3:9])[CH3:8].